From a dataset of Reaction yield outcomes from USPTO patents with 853,638 reactions. Predict the reaction yield, written as a fraction of the theoretical maximum amount of product (1.0 means a 100% yield; for example, 0.34 means a 34% yield). (1) The reactants are [CH3:1][O:2][C:3](=[O:14])[CH2:4][C:5]1[C:13]2[C:8](=[CH:9][CH:10]=[CH:11][CH:12]=2)[NH:7][CH:6]=1.[H-].[Na+].[CH2:17](I)[CH2:18][CH2:19][CH2:20][CH2:21][CH2:22][CH3:23].Cl. The catalyst is CN(C)C=O.O. The product is [CH3:1][O:2][C:3](=[O:14])[CH2:4][C:5]1[C:13]2[C:8](=[CH:9][CH:10]=[CH:11][CH:12]=2)[N:7]([CH2:17][CH2:18][CH2:19][CH2:20][CH2:21][CH2:22][CH3:23])[CH:6]=1. The yield is 0.490. (2) The reactants are [N:1]1[C:10]2[C:5](=[CH:6][CH:7]=[CH:8][CH:9]=2)[CH:4]=[CH:3][C:2]=1[N:11]1[CH2:16][CH2:15][CH:14]([OH:17])[CH2:13][CH2:12]1.[H-].[Na+].[Cl:20][C:21]1[C:26](Cl)=[N:25][CH:24]=[CH:23][N:22]=1. The catalyst is CN(C=O)C.O. The product is [Cl:20][C:21]1[C:26]([O:17][CH:14]2[CH2:13][CH2:12][N:11]([C:2]3[CH:3]=[CH:4][C:5]4[C:10](=[CH:9][CH:8]=[CH:7][CH:6]=4)[N:1]=3)[CH2:16][CH2:15]2)=[N:25][CH:24]=[CH:23][N:22]=1. The yield is 0.700. (3) The reactants are Br[C:2]1[CH:3]=[C:4]2[C:8](=[CH:9][C:10]=1[NH:11][C:12]([C:14]1[C:23](=[O:24])[C:22]3[C:17](=[CH:18][CH:19]=[CH:20][CH:21]=3)[NH:16][CH:15]=1)=[O:13])[NH:7][CH:6]=[CH:5]2.[C:25]1(B(O)O)[CH:30]=[CH:29][CH:28]=[CH:27][CH:26]=1.C([O-])([O-])=O.[K+].[K+]. The catalyst is CN(C=O)C.C1C=CC(P(C2C=CC=CC=2)[C-]2C=CC=C2)=CC=1.C1C=CC(P(C2C=CC=CC=2)[C-]2C=CC=C2)=CC=1.Cl[Pd]Cl.[Fe+2]. The product is [O:24]=[C:23]1[C:22]2[C:17](=[CH:18][CH:19]=[CH:20][CH:21]=2)[NH:16][CH:15]=[C:14]1[C:12]([NH:11][C:10]1[CH:9]=[C:8]2[C:4]([CH:5]=[CH:6][NH:7]2)=[CH:3][C:2]=1[C:25]1[CH:30]=[CH:29][CH:28]=[CH:27][CH:26]=1)=[O:13]. The yield is 0.130. (4) The reactants are [N+:1]([C:4]1[CH:8]=[C:7]([CH2:9][OH:10])[NH:6][N:5]=1)([O-:3])=[O:2].C([O-])([O-])=O.[Cs+].[Cs+].Br[CH2:18][C:19]([O:21][CH2:22][CH3:23])=[O:20]. The catalyst is C(#N)C. The product is [OH:10][CH2:9][C:7]1[N:6]([CH2:18][C:19]([O:21][CH2:22][CH3:23])=[O:20])[N:5]=[C:4]([N+:1]([O-:3])=[O:2])[CH:8]=1. The yield is 0.720. (5) The reactants are [CH2:1]([C:8]1[CH:27]=[CH:26][CH:25]=[CH:24][C:9]=1[CH2:10][N:11]([C:14]1[CH:19]=[CH:18][C:17]([C:20]([O:22]C)=[O:21])=[CH:16][N:15]=1)[CH2:12][CH3:13])[C:2]1[CH:7]=[CH:6][CH:5]=[CH:4][CH:3]=1.[OH-].[Na+]. The catalyst is C1COCC1.CO. The product is [CH2:1]([C:8]1[CH:27]=[CH:26][CH:25]=[CH:24][C:9]=1[CH2:10][N:11]([C:14]1[CH:19]=[CH:18][C:17]([C:20]([OH:22])=[O:21])=[CH:16][N:15]=1)[CH2:12][CH3:13])[C:2]1[CH:7]=[CH:6][CH:5]=[CH:4][CH:3]=1. The yield is 0.920. (6) The reactants are [Br:1][C:2]1[CH:3]=[CH:4][C:5]([NH2:8])=[N:6][CH:7]=1.[C:9](#[N:16])[C:10]1[CH:15]=[CH:14][CH:13]=[N:12][CH:11]=1. The catalyst is [Cu]Br.O.N1C2C(=CC=C3C=2N=CC=C3)C=CC=1. The product is [Br:1][C:2]1[CH:3]=[CH:4][C:5]2[N:6]([N:16]=[C:9]([C:10]3[CH:11]=[N:12][CH:13]=[CH:14][CH:15]=3)[N:8]=2)[CH:7]=1. The yield is 0.520. (7) The reactants are Cl[C:2]1[N:7]=[C:6]([O:8][C:9]2[CH:22]=[CH:21][C:12]3[C:13]([C:17]([NH:19][CH3:20])=[O:18])=[C:14]([CH3:16])[O:15][C:11]=3[CH:10]=2)[CH:5]=[CH:4][N:3]=1.[CH3:23][O:24][C:25]1[CH:26]=[C:27]([CH:29]=[CH:30][CH:31]=1)[NH2:28]. The catalyst is CN(C=O)C. The product is [CH3:23][O:24][C:25]1[CH:26]=[C:27]([NH:28][C:2]2[N:7]=[C:6]([O:8][C:9]3[CH:22]=[CH:21][C:12]4[C:13]([C:17]([NH:19][CH3:20])=[O:18])=[C:14]([CH3:16])[O:15][C:11]=4[CH:10]=3)[CH:5]=[CH:4][N:3]=2)[CH:29]=[CH:30][CH:31]=1. The yield is 0.800. (8) The reactants are I[C:2]1[C:10]2[O:9][CH2:8][CH2:7][C:6]=2[CH:5]=[C:4]([N+:11]([O-:13])=[O:12])[CH:3]=1.[N:14]1[CH:19]=[CH:18][CH:17]=[C:16](B(O)O)[CH:15]=1.C(=O)([O-])[O-].[Na+].[Na+]. The catalyst is COCCOC.O. The product is [N+:11]([C:4]1[CH:3]=[C:2]([C:16]2[CH:15]=[N:14][CH:19]=[CH:18][CH:17]=2)[C:10]2[O:9][CH2:8][CH2:7][C:6]=2[CH:5]=1)([O-:13])=[O:12]. The yield is 0.300.